From a dataset of Reaction yield outcomes from USPTO patents with 853,638 reactions. Predict the reaction yield, written as a fraction of the theoretical maximum amount of product (1.0 means a 100% yield; for example, 0.34 means a 34% yield). (1) The reactants are C([O:3][C:4]([C@H:6]1[CH2:11][CH2:10][C@@H:9]([N:12]2[CH:16]=[CH:15][CH:14]=[N:13]2)[CH2:8][CH2:7]1)=[O:5])C.[OH-].[Na+].Cl. The catalyst is O1CCOCC1. The product is [N:12]1([C@@H:9]2[CH2:8][CH2:7][C@H:6]([C:4]([OH:5])=[O:3])[CH2:11][CH2:10]2)[CH:16]=[CH:15][CH:14]=[N:13]1. The yield is 0.950. (2) The reactants are [I:1][C:2]1[CH:3]=[C:4]([NH:9][NH2:10])[CH:5]=[CH:6][C:7]=1[CH3:8].[CH3:11][C:12]([CH3:19])([CH3:18])[C:13](=O)[CH2:14][C:15]#[N:16].Cl.[OH-].[Na+]. The product is [C:12]([C:13]1[CH:14]=[C:15]([NH2:16])[N:9]([C:4]2[CH:5]=[CH:6][C:7]([CH3:8])=[C:2]([I:1])[CH:3]=2)[N:10]=1)([CH3:19])([CH3:18])[CH3:11]. The yield is 0.860. The catalyst is CCO. (3) The reactants are C[Si]([N-][Si](C)(C)C)(C)C.[Li+].F[C:12]1[CH:17]=[C:16]([O:18][CH3:19])[CH:15]=[CH:14][C:13]=1[C:20]1[N:29]=[CH:28][C:27]2[C:22](=[CH:23][C:24]([O:32][CH3:33])=[CH:25][C:26]=2[O:30][CH3:31])[N:21]=1.[NH2:34][CH2:35][CH2:36][N:37]1[CH2:42][CH2:41][N:40]([C:43]([O:45][C:46]([CH3:49])([CH3:48])[CH3:47])=[O:44])[CH2:39][CH2:38]1.C1C[O:53]CC1. The catalyst is [NH4+].[Cl-]. The product is [CH3:31][O:30][C:26]1[CH:25]=[C:24]([O:32][CH3:33])[CH:23]=[C:22]2[C:27]=1[C:28](=[O:53])[NH:29][C:20]([C:13]1[CH:14]=[CH:15][C:16]([O:18][CH3:19])=[CH:17][C:12]=1[NH:34][CH2:35][CH2:36][N:37]1[CH2:42][CH2:41][N:40]([C:43]([O:45][C:46]([CH3:49])([CH3:48])[CH3:47])=[O:44])[CH2:39][CH2:38]1)=[N:21]2. The yield is 0.410. (4) The reactants are [NH2:1][C:2]1[S:6][C:5]2[CH2:7][CH2:8][CH2:9][C:4]=2[C:3]=1[C:10]([C:12]1[CH:17]=[CH:16][C:15]([Cl:18])=[C:14]([Cl:19])[CH:13]=1)=O.[F:20][C:21]([F:29])([F:28])[C:22](=[O:27])[CH2:23][C:24](=O)[CH3:25]. The catalyst is C(O)(=O)C.S(=O)(=O)(O)O. The product is [Cl:19][C:14]1[CH:13]=[C:12]([C:10]2[C:23]([C:22](=[O:27])[C:21]([F:29])([F:28])[F:20])=[C:24]([CH3:25])[N:1]=[C:2]3[S:6][C:5]4[CH2:7][CH2:8][CH2:9][C:4]=4[C:3]=23)[CH:17]=[CH:16][C:15]=1[Cl:18]. The yield is 0.140. (5) The reactants are [F:1][C:2]([F:9])([F:8])[C:3]([O:5]CC)=O.C[O-].[Na+].[Br:13][C:14]1[CH:19]=[CH:18][C:17]([C:20](=[O:22])[CH3:21])=[CH:16][CH:15]=1. The catalyst is C(OOC)(C)(C)C. The product is [Br:13][C:14]1[CH:19]=[CH:18][C:17]([C:20](=[O:22])[CH2:21][C:3](=[O:5])[C:2]([F:1])([F:8])[F:9])=[CH:16][CH:15]=1. The yield is 0.720. (6) The reactants are Cl[C:2]([C:4]1[CH:9]=[CH:8][C:7]([CH2:10][CH2:11][CH2:12][C:13]([CH3:19])([CH3:18])[C:14]([O:16][CH3:17])=[O:15])=[CH:6][CH:5]=1)=[O:3].[Cl:20][C:21]1[CH:26]=[CH:25][C:24]([N:27]([C@H:31]2[C:40]3[C:35](=[CH:36][CH:37]=[CH:38][CH:39]=3)[NH:34][C@@H:33]([CH3:41])[CH2:32]2)[C:28](=[O:30])[CH3:29])=[CH:23][CH:22]=1.C(N(C(C)C)CC)(C)C. The catalyst is C(Cl)Cl. The product is [CH3:17][O:16][C:14](=[O:15])[C:13]([CH3:19])([CH3:18])[CH2:12][CH2:11][CH2:10][C:7]1[CH:8]=[CH:9][C:4]([C:2]([N:34]2[C:35]3[C:40](=[CH:39][CH:38]=[CH:37][CH:36]=3)[C@H:31]([N:27]([C:28](=[O:30])[CH3:29])[C:24]3[CH:23]=[CH:22][C:21]([Cl:20])=[CH:26][CH:25]=3)[CH2:32][C@@H:33]2[CH3:41])=[O:3])=[CH:5][CH:6]=1. The yield is 0.500. (7) The reactants are [NH2:1][C:2]1[C:7]([CH2:8][OH:9])=[CH:6][CH:5]=[CH:4][N:3]=1.[Br:10]Br. The catalyst is CC(O)=O. The product is [BrH:10].[NH2:1][C:2]1[C:7]([CH2:8][OH:9])=[CH:6][C:5]([Br:10])=[CH:4][N:3]=1. The yield is 0.810.